From a dataset of Catalyst prediction with 721,799 reactions and 888 catalyst types from USPTO. Predict which catalyst facilitates the given reaction. (1) Reactant: [O:1]=[C:2]1[C:11]2[C:6](=[CH:7][CH:8]=[CH:9][CH:10]=2)[NH:5][N:4]=[C:3]1[C:12]([O:14]CC)=[O:13].[I-].[K+].C(=O)([O-])[O-].[K+].[K+].Cl[CH2:26][C:27]1[CH:32]=[CH:31][C:30]([O:33][CH3:34])=[CH:29][CH:28]=1. Product: [CH3:34][O:33][C:30]1[CH:31]=[CH:32][C:27]([CH2:26][N:5]2[C:6]3[C:11](=[CH:10][CH:9]=[CH:8][CH:7]=3)[C:2](=[O:1])[C:3]([C:12]([OH:14])=[O:13])=[N:4]2)=[CH:28][CH:29]=1. The catalyst class is: 384. (2) Reactant: Cl[C:2]1[N:7]=[CH:6][C:5]([B:8]([OH:10])[OH:9])=[CH:4][N:3]=1.[NH:11]1[CH2:16][CH2:15][NH:14][CH2:13][C:12]1=[O:17]. Product: [O:17]=[C:12]1[NH:11][CH2:16][CH2:15][N:14]([C:2]2[N:7]=[CH:6][C:5]([B:8]([OH:10])[OH:9])=[CH:4][N:3]=2)[CH2:13]1. The catalyst class is: 12. (3) The catalyst class is: 9. Reactant: [CH3:1][C:2]1[CH:3]=[C:4]([C:8]2[N:9]=[C:10]([C:26]3[CH:31]=[CH:30][C:29]([S:32]([CH3:35])(=[O:34])=[O:33])=[CH:28][CH:27]=3)[S:11][C:12]=2[C:13]2[CH:18]=[CH:17][N:16]=[C:15]([S:19][C:20]3[CH:25]=[CH:24][CH:23]=[CH:22][CH:21]=3)[CH:14]=2)[CH:5]=[CH:6][CH:7]=1.ClC1C=CC=C(C(OO)=[O:44])C=1.[OH-:47].[Na+]. Product: [CH3:1][C:2]1[CH:3]=[C:4]([C:8]2[N:9]=[C:10]([C:26]3[CH:27]=[CH:28][C:29]([S:32]([CH3:35])(=[O:34])=[O:33])=[CH:30][CH:31]=3)[S:11][C:12]=2[C:13]2[CH:18]=[CH:17][N:16]=[C:15]([S:19]([C:20]3[CH:25]=[CH:24][CH:23]=[CH:22][CH:21]=3)(=[O:44])=[O:47])[CH:14]=2)[CH:5]=[CH:6][CH:7]=1. (4) Reactant: [F:1][CH:2]([F:10])[CH:3]1[CH2:6][CH:5](C(O)=O)[CH2:4]1.C1C=CC(P([N:25]=[N+]=[N-])(C2C=CC=CC=2)=O)=CC=1.[Cl:28][C:29]1[CH:30]=[C:31]([C:36]2[C:44]([C:45]([NH2:47])=[O:46])=[C:39]3[CH2:40][NH:41][CH2:42][CH2:43][N:38]3[N:37]=2)[CH:32]=[CH:33][C:34]=1[F:35].C1[CH2:52][O:51]CC1. Product: [Cl:28][C:29]1[CH:30]=[C:31]([C:36]2[C:44]([C:45]([NH2:47])=[O:46])=[C:39]3[CH2:40][N:41]([C:52]([NH:25][CH:5]4[CH2:4][CH:3]([CH:2]([F:1])[F:10])[CH2:6]4)=[O:51])[CH2:42][CH2:43][N:38]3[N:37]=2)[CH:32]=[CH:33][C:34]=1[F:35]. The catalyst class is: 11.